Task: Predict the reactants needed to synthesize the given product.. Dataset: Full USPTO retrosynthesis dataset with 1.9M reactions from patents (1976-2016) (1) Given the product [C:1]([O:5][C:6](=[O:23])[NH:7][C:8]1[CH:21]=[CH:20][C:19]2[S:18][C:17]3[C:12](=[CH:13][CH:14]=[CH:15][C:16]=3[B:24]3[O:28][C:27]([CH3:30])([CH3:29])[C:26]([CH3:32])([CH3:31])[O:25]3)[S:11][C:10]=2[CH:9]=1)([CH3:4])([CH3:3])[CH3:2], predict the reactants needed to synthesize it. The reactants are: [C:1]([O:5][C:6](=[O:23])[NH:7][C:8]1[CH:21]=[CH:20][C:19]2[S:18][C:17]3[C:12](=[CH:13][CH:14]=[CH:15][C:16]=3Br)[S:11][C:10]=2[CH:9]=1)([CH3:4])([CH3:3])[CH3:2].[B:24]1([B:24]2[O:28][C:27]([CH3:30])([CH3:29])[C:26]([CH3:32])([CH3:31])[O:25]2)[O:28][C:27]([CH3:30])([CH3:29])[C:26]([CH3:32])([CH3:31])[O:25]1.C([O-])(=O)C.[K+]. (2) Given the product [Br:1][C:2]1[CH:20]=[CH:19][C:5]([CH2:6][C:7]2[S:11][C:10]([NH:12][C:36](=[O:37])[CH2:35][CH2:34][C:33]([C:26]3[CH:27]=[CH:28][C:29]([O:30][CH2:31][CH3:32])=[C:24]([O:23][CH2:21][CH3:22])[CH:25]=3)=[O:39])=[CH:9][C:8]=2[C:13]2[CH:18]=[CH:17][CH:16]=[CH:15][CH:14]=2)=[CH:4][CH:3]=1, predict the reactants needed to synthesize it. The reactants are: [Br:1][C:2]1[CH:20]=[CH:19][C:5]([CH2:6][C:7]2[S:11][C:10]([NH2:12])=[CH:9][C:8]=2[C:13]2[CH:18]=[CH:17][CH:16]=[CH:15][CH:14]=2)=[CH:4][CH:3]=1.[CH2:21]([O:23][C:24]1[CH:25]=[C:26]([C:33](=[O:39])[CH2:34][CH2:35][C:36](O)=[O:37])[CH:27]=[CH:28][C:29]=1[O:30][CH2:31][CH3:32])[CH3:22].C1C=CC2N(O)N=NC=2C=1.CCN=C=NCCCN(C)C. (3) Given the product [CH2:14]([O:16][C:17](=[O:24])[C:18]([C:19]1[NH:5][C:9](=[O:11])[C:8]([C:6]#[N:7])=[C:32]([C:31]2[CH:34]=[CH:35][C:28]([N+:25]([O-:27])=[O:26])=[CH:29][CH:30]=2)[CH:20]=1)([CH3:23])[CH3:22])[CH3:15], predict the reactants needed to synthesize it. The reactants are: C([O-])(=O)C.[NH4+:5].[C:6]([CH2:8][C:9]([O:11]CC)=O)#[N:7].[CH2:14]([O:16][C:17](=[O:24])[C:18]([CH3:23])([CH3:22])[C:19](=O)[CH3:20])[CH3:15].[N+:25]([C:28]1[CH:35]=[CH:34][C:31]([CH:32]=O)=[CH:30][CH:29]=1)([O-:27])=[O:26]. (4) Given the product [CH:1]([NH:5][C:6](=[O:11])[C:7]1[CH:9]=[CH:14][CH:12]=[CH:13][CH:10]=1)([CH3:3])[CH3:4], predict the reactants needed to synthesize it. The reactants are: [C:1]([NH:5][C:6](=[O:11])[C:7]([CH3:10])([CH3:9])C)([CH3:4])([CH3:3])C.[CH:12](N)([CH3:14])[CH3:13].C(N(CC)CC)C.C(Cl)(=O)C1C=CC=CC=1. (5) Given the product [CH3:1][N:2]1[CH:6]=[CH:5][C:4]([C:7]2[CH:14]=[CH:13][C:10]([CH:11]=[CH:23][CH:24]=[O:25])=[CH:9][CH:8]=2)=[N:3]1, predict the reactants needed to synthesize it. The reactants are: [CH3:1][N:2]1[CH:6]=[CH:5][C:4]([C:7]2[CH:14]=[CH:13][C:10]([CH:11]=O)=[CH:9][CH:8]=2)=[N:3]1.N1(C2C=C[C:23]([CH:24]=[O:25])=CC=2)C=CC=N1.